Dataset: Catalyst prediction with 721,799 reactions and 888 catalyst types from USPTO. Task: Predict which catalyst facilitates the given reaction. (1) Reactant: [CH2:1]([S-:3])[CH3:2].[Na+].Cl[C:6]1[C:7]([C:12]([NH:14][C:15]2[CH:20]=[C:19]([C:21]([F:24])([F:23])[F:22])[CH:18]=[CH:17][N:16]=2)=[O:13])=[N:8][CH:9]=[CH:10][CH:11]=1.CN(C=O)C. Product: [CH2:1]([S:3][C:6]1[C:7]([C:12]([NH:14][C:15]2[CH:20]=[C:19]([C:21]([F:22])([F:24])[F:23])[CH:18]=[CH:17][N:16]=2)=[O:13])=[N:8][CH:9]=[CH:10][CH:11]=1)[CH3:2]. The catalyst class is: 6. (2) Reactant: S(=O)(=O)(O)O.[Br:6][C:7]1[CH:8]=[CH:9][C:10]([CH2:25][CH3:26])=[C:11]([CH:13]2[C:15]3([C:19](=[O:20])[C:18]([CH3:22])([CH3:21])[O:17][C:16]3([CH3:24])[CH3:23])[O:14]2)[CH:12]=1. Product: [Br:6][C:7]1[CH:8]=[CH:9][C:10]([CH2:25][CH3:26])=[C:11]([CH:13]2[C:19](=[O:20])[C:18]([CH3:21])([CH3:22])[O:17][C:16]([CH3:24])([CH3:23])[C:15]2=[O:14])[CH:12]=1. The catalyst class is: 26. (3) Reactant: [C:1]([O:5][C:6]([NH:8][CH2:9][C:10]([F:23])([F:22])[C:11]1[CH:16]=[CH:15][CH:14]=[C:13]([O:17][CH2:18][CH2:19][CH2:20][CH3:21])[CH:12]=1)=[O:7])([CH3:4])([CH3:3])[CH3:2].[H-].[Na+].[CH3:26][N:27]([CH3:32])[C:28](=[O:31])[CH2:29]Cl. Product: [C:1]([O:5][C:6]([N:8]([CH2:9][C:10]([F:22])([F:23])[C:11]1[CH:16]=[CH:15][CH:14]=[C:13]([O:17][CH2:18][CH2:19][CH2:20][CH3:21])[CH:12]=1)[CH2:29][C:28]([N:27]([CH3:32])[CH3:26])=[O:31])=[O:7])([CH3:2])([CH3:4])[CH3:3]. The catalyst class is: 3. (4) Reactant: [OH:1][CH:2]([CH2:15][OH:16])[CH2:3][C:4]1[C:5]([CH3:14])=[C:6]2[C:10](=[CH:11][CH:12]=1)[C:9](=[O:13])[O:8][CH2:7]2.N1C=CN=C1.[CH3:22][C:23]([Si:26](Cl)([CH3:28])[CH3:27])([CH3:25])[CH3:24]. Product: [Si:26]([O:16][CH2:15][CH:2]([OH:1])[CH2:3][C:4]1[C:5]([CH3:14])=[C:6]2[C:10](=[CH:11][CH:12]=1)[C:9](=[O:13])[O:8][CH2:7]2)([C:23]([CH3:25])([CH3:24])[CH3:22])([CH3:28])[CH3:27]. The catalyst class is: 85.